This data is from Peptide-MHC class II binding affinity with 134,281 pairs from IEDB. The task is: Regression. Given a peptide amino acid sequence and an MHC pseudo amino acid sequence, predict their binding affinity value. This is MHC class II binding data. (1) The peptide sequence is YDKFLRNVSTVLTGK. The MHC is DRB1_1101 with pseudo-sequence DRB1_1101. The binding affinity (normalized) is 0.673. (2) The peptide sequence is FMLVAHYAIIGPGLQ. The MHC is DRB1_0701 with pseudo-sequence DRB1_0701. The binding affinity (normalized) is 0.807. (3) The peptide sequence is NTWTTCQSIAFPSK. The MHC is H-2-IAs with pseudo-sequence H-2-IAs. The binding affinity (normalized) is 0.249. (4) The peptide sequence is TLTAFGFASADLIEI. The MHC is DRB1_0802 with pseudo-sequence DRB1_0802. The binding affinity (normalized) is 0.439. (5) The peptide sequence is SKLTYENVKMEDVGY. The MHC is DRB1_1101 with pseudo-sequence DRB1_1101. The binding affinity (normalized) is 0.361.